The task is: Regression. Given two drug SMILES strings and cell line genomic features, predict the synergy score measuring deviation from expected non-interaction effect.. This data is from NCI-60 drug combinations with 297,098 pairs across 59 cell lines. (1) Drug 1: C1=C(C(=O)NC(=O)N1)F. Drug 2: C1C(C(OC1N2C=NC3=C2NC=NCC3O)CO)O. Cell line: SR. Synergy scores: CSS=33.4, Synergy_ZIP=-8.84, Synergy_Bliss=-17.8, Synergy_Loewe=-24.8, Synergy_HSA=-16.8. (2) Drug 1: C1=CC(=C2C(=C1NCCNCCO)C(=O)C3=C(C=CC(=C3C2=O)O)O)NCCNCCO. Drug 2: C(=O)(N)NO. Cell line: NCI-H322M. Synergy scores: CSS=21.1, Synergy_ZIP=-2.83, Synergy_Bliss=3.93, Synergy_Loewe=-84.3, Synergy_HSA=2.91. (3) Drug 1: CC1C(C(CC(O1)OC2CC(OC(C2O)C)OC3=CC4=CC5=C(C(=O)C(C(C5)C(C(=O)C(C(C)O)O)OC)OC6CC(C(C(O6)C)O)OC7CC(C(C(O7)C)O)OC8CC(C(C(O8)C)O)(C)O)C(=C4C(=C3C)O)O)O)O. Drug 2: COCCOC1=C(C=C2C(=C1)C(=NC=N2)NC3=CC=CC(=C3)C#C)OCCOC.Cl. Cell line: UACC62. Synergy scores: CSS=6.20, Synergy_ZIP=0.00528, Synergy_Bliss=-0.836, Synergy_Loewe=-32.6, Synergy_HSA=-1.64. (4) Drug 1: CS(=O)(=O)CCNCC1=CC=C(O1)C2=CC3=C(C=C2)N=CN=C3NC4=CC(=C(C=C4)OCC5=CC(=CC=C5)F)Cl. Drug 2: CN(CC1=CN=C2C(=N1)C(=NC(=N2)N)N)C3=CC=C(C=C3)C(=O)NC(CCC(=O)O)C(=O)O. Cell line: DU-145. Synergy scores: CSS=12.2, Synergy_ZIP=-4.63, Synergy_Bliss=-3.99, Synergy_Loewe=-23.8, Synergy_HSA=-8.31. (5) Drug 1: C1CCC(CC1)NC(=O)N(CCCl)N=O. Drug 2: C1=NNC2=C1C(=O)NC=N2. Cell line: OVCAR-5. Synergy scores: CSS=5.84, Synergy_ZIP=-2.20, Synergy_Bliss=1.10, Synergy_Loewe=-2.86, Synergy_HSA=-1.29. (6) Drug 1: C1CC(=O)NC(=O)C1N2CC3=C(C2=O)C=CC=C3N. Drug 2: C1=NC2=C(N1)C(=S)N=C(N2)N. Cell line: UO-31. Synergy scores: CSS=24.2, Synergy_ZIP=-0.799, Synergy_Bliss=-2.50, Synergy_Loewe=-19.9, Synergy_HSA=-2.38. (7) Drug 1: CS(=O)(=O)OCCCCOS(=O)(=O)C. Drug 2: COCCOC1=C(C=C2C(=C1)C(=NC=N2)NC3=CC=CC(=C3)C#C)OCCOC.Cl. Cell line: NCI/ADR-RES. Synergy scores: CSS=0.914, Synergy_ZIP=3.55, Synergy_Bliss=-2.67, Synergy_Loewe=-3.13, Synergy_HSA=-2.21. (8) Drug 1: C(=O)(N)NO. Cell line: OVCAR-5. Synergy scores: CSS=18.6, Synergy_ZIP=-1.80, Synergy_Bliss=-0.135, Synergy_Loewe=-27.6, Synergy_HSA=-0.469. Drug 2: CC1C(C(CC(O1)OC2CC(CC3=C2C(=C4C(=C3O)C(=O)C5=C(C4=O)C(=CC=C5)OC)O)(C(=O)CO)O)N)O.Cl.